This data is from Full USPTO retrosynthesis dataset with 1.9M reactions from patents (1976-2016). The task is: Predict the reactants needed to synthesize the given product. (1) Given the product [CH2:1]([NH:3][C:4]([NH:6][C:7]1[S:8][C:9]2[C:15]([C:16]3[CH:21]=[CH:20][CH:19]=[CH:18][N:17]=3)=[CH:14][C:13]([B:30]([OH:35])[OH:31])=[CH:12][C:10]=2[N:11]=1)=[O:5])[CH3:2], predict the reactants needed to synthesize it. The reactants are: [CH2:1]([NH:3][C:4]([NH:6][C:7]1[S:8][C:9]2[C:15]([C:16]3[CH:21]=[CH:20][CH:19]=[CH:18][N:17]=3)=[CH:14][C:13](OS(C(F)(F)F)(=O)=O)=[CH:12][C:10]=2[N:11]=1)=[O:5])[CH3:2].[B:30]1(B2OCC(C)(C)CO2)[O:35]CC(C)(C)C[O:31]1.C([O-])(=O)C.[K+].[NH4+].[Cl-]. (2) Given the product [C:29]([C@:18]1([OH:19])[CH2:20][CH2:21][C@@:22]2([CH3:23])[C:16](=[CH:15][CH2:14][C@@H:13]3[C@@H:24]2[CH2:25][CH2:26][C@@:27]2([CH3:28])[C@H:12]3[CH2:11][CH2:10][C@@H:9]2[C@H:7]([CH3:8])[CH2:6][CH2:5][CH2:4][CH:2]([CH3:1])[CH3:3])[CH2:17]1)(=[O:35])[CH:30]=[CH:31][CH2:32][CH2:33][CH3:34], predict the reactants needed to synthesize it. The reactants are: [CH3:1][CH:2]([CH2:4][CH2:5][CH2:6][C@H:7]([C@@H:9]1[C@:27]2([CH3:28])[C@H:12]([C@H:13]3[C@H:24]([CH2:25][CH2:26]2)[C@:22]2([CH3:23])[C:16]([CH2:17][C@H:18]([CH2:20][CH2:21]2)[OH:19])=[CH:15][CH2:14]3)[CH2:11][CH2:10]1)[CH3:8])[CH3:3].[C:29](O)(=[O:35])[CH2:30][CH2:31][CH2:32][CH:33]=[CH2:34].C1CCC(N=C=NC2CCCCC2)CC1.C(OC)(C)(C)C. (3) Given the product [CH:13]1([N:19]2[C:24](=[O:25])[CH2:23][C:22](=[O:27])[N:10]([CH2:9][C:8]3[CH:7]=[CH:6][C:5]([C:1]([CH3:4])([CH3:2])[CH3:3])=[CH:12][CH:11]=3)[C:20]2=[O:21])[CH2:18][CH2:17][CH2:16][CH2:15][CH2:14]1, predict the reactants needed to synthesize it. The reactants are: [C:1]([C:5]1[CH:12]=[CH:11][C:8]([CH2:9][NH2:10])=[CH:7][CH:6]=1)([CH3:4])([CH3:3])[CH3:2].[CH:13]1([N:19]=[C:20]=[O:21])[CH2:18][CH2:17][CH2:16][CH2:15][CH2:14]1.[C:22](Cl)(=[O:27])[CH2:23][C:24](Cl)=[O:25]. (4) Given the product [Br:19][C:20]1[C:29]2[C:24](=[CH:25][CH:26]=[CH:27][CH:28]=2)[CH:23]=[C:22]([NH:30][C:12]([C:9]2([C:6]3[CH:5]=[CH:4][C:3]([O:2][CH3:1])=[CH:8][CH:7]=3)[CH2:10][CH2:11]2)=[O:14])[N:21]=1, predict the reactants needed to synthesize it. The reactants are: [CH3:1][O:2][C:3]1[CH:8]=[CH:7][C:6]([C:9]2([C:12]([OH:14])=O)[CH2:11][CH2:10]2)=[CH:5][CH:4]=1.S(Cl)(Cl)=O.[Br:19][C:20]1[C:29]2[C:24](=[CH:25][CH:26]=[CH:27][CH:28]=2)[CH:23]=[C:22]([NH2:30])[N:21]=1.CCN(CC)CC. (5) Given the product [CH3:7][N:6]1[C:5]([C:8]2[N:13]3[N:14]=[C:15]([NH:17][C:27]([NH:26][CH2:24][CH3:25])=[O:28])[N:16]=[C:12]3[CH:11]=[C:10]([C:18]3[CH:19]=[N:20][CH:21]=[CH:22][CH:23]=3)[CH:9]=2)=[CH:4][N:3]=[C:2]1[CH3:1], predict the reactants needed to synthesize it. The reactants are: [CH3:1][C:2]1[N:6]([CH3:7])[C:5]([C:8]2[N:13]3[N:14]=[C:15]([NH2:17])[N:16]=[C:12]3[CH:11]=[C:10]([C:18]3[CH:19]=[N:20][CH:21]=[CH:22][CH:23]=3)[CH:9]=2)=[CH:4][N:3]=1.[CH2:24]([N:26]=[C:27]=[O:28])[CH3:25].CO.C(Cl)(Cl)Cl.